This data is from Full USPTO retrosynthesis dataset with 1.9M reactions from patents (1976-2016). The task is: Predict the reactants needed to synthesize the given product. (1) The reactants are: [C:1]([O:5][C:6](=[O:31])[N:7]([CH2:14][C:15]1[CH:20]=[CH:19][C:18]([C:21]2[S:29][C:28]3[C:23](=[N:24][CH:25]=[CH:26][C:27]=3Cl)[CH:22]=2)=[CH:17][CH:16]=1)[CH2:8][CH:9]1[CH2:13][CH2:12][CH2:11][O:10]1)([CH3:4])([CH3:3])[CH3:2].[F:32][C:33]1[CH:38]=[C:37]([N+:39]([O-:41])=[O:40])[CH:36]=[CH:35][C:34]=1[OH:42].C(=O)([O-])[O-].[K+].[K+]. Given the product [F:32][C:33]1[CH:38]=[C:37]([N+:39]([O-:41])=[O:40])[CH:36]=[CH:35][C:34]=1[O:42][C:27]1[CH:26]=[CH:25][N:24]=[C:23]2[CH:22]=[C:21]([C:18]3[CH:19]=[CH:20][C:15]([CH2:14][N:7]([CH2:8][CH:9]4[CH2:13][CH2:12][CH2:11][O:10]4)[C:6](=[O:31])[O:5][C:1]([CH3:4])([CH3:3])[CH3:2])=[CH:16][CH:17]=3)[S:29][C:28]=12, predict the reactants needed to synthesize it. (2) Given the product [Br:11][C:8]1[CH:9]=[CH:10][C:5]([C:3]2[N:12]=[C:13]3[CH:18]=[CH:17][C:16]([O:19][CH3:20])=[CH:15][N:14]3[CH:2]=2)=[CH:6][CH:7]=1, predict the reactants needed to synthesize it. The reactants are: Br[CH2:2][C:3]([C:5]1[CH:10]=[CH:9][C:8]([Br:11])=[CH:7][CH:6]=1)=O.[NH2:12][C:13]1[CH:18]=[CH:17][C:16]([O:19][CH3:20])=[CH:15][N:14]=1.O.C(=O)([O-])O.[Na+]. (3) Given the product [NH2:33][CH2:32][CH2:31][O:17][C:14]1[CH:15]=[C:16]2[C:11]([CH2:10][CH:9]([NH:18][C:19](=[O:23])[O:20][CH2:21][CH3:22])[CH:8]2[CH2:1][C:2]2[CH:7]=[CH:6][CH:5]=[CH:4][CH:3]=2)=[CH:12][CH:13]=1, predict the reactants needed to synthesize it. The reactants are: [CH2:1]([CH:8]1[C:16]2[C:11](=[CH:12][CH:13]=[C:14]([OH:17])[CH:15]=2)[CH2:10][CH:9]1[NH:18][C:19](=[O:23])[O:20][CH2:21][CH3:22])[C:2]1[CH:7]=[CH:6][CH:5]=[CH:4][CH:3]=1.C(=O)([O-])[O-].[Cs+].[Cs+].Br[CH2:31][CH2:32][NH:33]C(=O)OC(C)(C)C.